Dataset: Catalyst prediction with 721,799 reactions and 888 catalyst types from USPTO. Task: Predict which catalyst facilitates the given reaction. (1) Reactant: [ClH:1].[CH3:2][O:3][C:4](=[O:26])[CH2:5][N:6]1[C:12](=[O:13])[C@@H:11]([NH:14]C(OC(C)(C)C)=O)[CH2:10][NH:9][C:8]2[CH:22]=[CH:23][CH:24]=[CH:25][C:7]1=2. Product: [ClH:1].[CH3:2][O:3][C:4](=[O:26])[CH2:5][N:6]1[C:12](=[O:13])[C@@H:11]([NH2:14])[CH2:10][NH:9][C:8]2[CH:22]=[CH:23][CH:24]=[CH:25][C:7]1=2. The catalyst class is: 13. (2) The catalyst class is: 3. Product: [NH2:18][C:15]1[CH:16]=[CH:17][C:12]([C:11]2[C:4]3[C:3](=[O:20])[C:2]4[S:1][CH:8]=[CH:7][C:6]=4[C:5]=3[NH:9][N:10]=2)=[CH:13][CH:14]=1. Reactant: [S:1]1[CH:8]=[CH:7][C:6]2[C:5]3[NH:9][N:10]=[C:11]([C:12]4[CH:17]=[CH:16][C:15]([NH2:18])=[CH:14][CH:13]=4)[C:4]=3[CH2:3][C:2]1=2.C([O-])([O-])=[O:20].[Cs+].[Cs+].